Dataset: Reaction yield outcomes from USPTO patents with 853,638 reactions. Task: Predict the reaction yield, written as a fraction of the theoretical maximum amount of product (1.0 means a 100% yield; for example, 0.34 means a 34% yield). (1) The reactants are C[O:2][C:3](=O)[CH:4]([NH:11][C:12]1[CH:21]=[CH:20][C:15]([C:16]([O:18][CH3:19])=[O:17])=[CH:14][C:13]=1[N+:22]([O-])=O)[C:5]1[CH:10]=[CH:9][CH:8]=[CH:7][CH:6]=1.[NH4+].[Cl-]. The catalyst is CO.[Fe]. The yield is 0.560. The product is [O:2]=[C:3]1[NH:22][C:13]2[C:12](=[CH:21][CH:20]=[C:15]([C:16]([O:18][CH3:19])=[O:17])[CH:14]=2)[NH:11][CH:4]1[C:5]1[CH:10]=[CH:9][CH:8]=[CH:7][CH:6]=1. (2) The reactants are Cl[C:2]1[N:7]=[CH:6][N:5]=[C:4]2[C:8]3[C:9](=[N:11][C:12]([N:21]4[CH2:26][CH2:25][O:24][CH2:23][CH2:22]4)=[C:13]4[CH2:18][O:17][C:16]([CH3:20])([CH3:19])[CH2:15][C:14]=34)[S:10][C:3]=12.[N:27]1[CH:32]=[CH:31][C:30]([CH2:33][NH2:34])=[CH:29][CH:28]=1. The catalyst is C(O)C. The product is [CH3:19][C:16]1([CH3:20])[O:17][CH2:18][C:13]2=[C:12]([N:21]3[CH2:26][CH2:25][O:24][CH2:23][CH2:22]3)[N:11]=[C:9]3[S:10][C:3]4[C:4](=[N:5][CH:6]=[N:7][C:2]=4[NH:34][CH2:33][C:30]4[CH:31]=[CH:32][N:27]=[CH:28][CH:29]=4)[C:8]3=[C:14]2[CH2:15]1. The yield is 0.340. (3) The reactants are C[O:2][C:3]([C:5]1[N:6]=[C:7]([C@H:10]([NH:12][C:13]([O:15][C:16]([CH3:19])([CH3:18])[CH3:17])=[O:14])[CH3:11])[O:8][CH:9]=1)=O.[H-].[Al+3].[Li+].[H-].[H-].[H-].O.O.O.O.O.O.O.O.O.O.S([O-])([O-])(=O)=O.[Na+].[Na+]. The catalyst is C1COCC1. The product is [C:16]([O:15][C:13](=[O:14])[NH:12][C@@H:10]([C:7]1[O:8][CH:9]=[C:5]([CH2:3][OH:2])[N:6]=1)[CH3:11])([CH3:17])([CH3:18])[CH3:19]. The yield is 0.930. (4) The reactants are [Cl:1][C:2]1[CH:7]=[CH:6][C:5]([S:8][C:9]2[C:17]3[C:12](=[CH:13][C:14]([CH3:18])=[CH:15][CH:16]=3)[NH:11][C:10]=2[C:19]([OH:21])=[O:20])=[CH:4][CH:3]=1.[Cl:22]C1C=C(SSC2C=CC(Cl)=C(Cl)C=2)C=CC=1Cl. No catalyst specified. The product is [Cl:22][C:7]1[CH:6]=[C:5]([S:8][C:9]2[C:17]3[C:12](=[CH:13][C:14]([CH3:18])=[CH:15][CH:16]=3)[NH:11][C:10]=2[C:19]([OH:21])=[O:20])[CH:4]=[CH:3][C:2]=1[Cl:1]. The yield is 0.430.